From a dataset of Catalyst prediction with 721,799 reactions and 888 catalyst types from USPTO. Predict which catalyst facilitates the given reaction. (1) Reactant: [NH2:1][C:2]1[N:7]=[CH:6][C:5]([C:8]2[CH:9]=[C:10]([CH:14]=[CH:15][CH:16]=2)[C:11](O)=[O:12])=[CH:4][C:3]=1[C:17]1[CH:22]=[CH:21][CH:20]=[C:19]([O:23][CH3:24])[CH:18]=1.[CH3:25][N:26]([CH3:31])[CH2:27][CH2:28][NH:29][CH3:30].C(N(CC)CC)C.ON1C2C=CC=CC=2N=N1.Cl.CN(C)CCCN=C=N. Product: [NH2:1][C:2]1[N:7]=[CH:6][C:5]([C:8]2[CH:9]=[C:10]([CH:14]=[CH:15][CH:16]=2)[C:11]([N:29]([CH2:28][CH2:27][N:26]([CH3:31])[CH3:25])[CH3:30])=[O:12])=[CH:4][C:3]=1[C:17]1[CH:22]=[CH:21][CH:20]=[C:19]([O:23][CH3:24])[CH:18]=1. The catalyst class is: 120. (2) Reactant: [CH2:1]([O:8][CH2:9][CH:10]([CH2:36][O:37][CH2:38][C:39]1[CH:44]=[CH:43][CH:42]=[CH:41][CH:40]=1)[O:11][CH2:12][CH:13]([OH:35])[CH2:14][O:15][CH:16]([CH2:26][O:27][CH2:28][C:29]1[CH:34]=[CH:33][CH:32]=[CH:31][CH:30]=1)[CH2:17][O:18][CH2:19][C:20]1[CH:25]=[CH:24][CH:23]=[CH:22][CH:21]=1)[C:2]1[CH:7]=[CH:6][CH:5]=[CH:4][CH:3]=1.CC1C=CC=C(C)N=1.[F:53][C:54]([F:67])([F:66])[S:55](O[S:55]([C:54]([F:67])([F:66])[F:53])(=[O:57])=[O:56])(=[O:57])=[O:56]. Product: [CH2:38]([O:37][CH2:36][CH:10]([CH2:9][O:8][CH2:1][C:2]1[CH:7]=[CH:6][CH:5]=[CH:4][CH:3]=1)[O:11][CH2:12][CH:13]([O:35][S:55]([C:54]([F:67])([F:66])[F:53])(=[O:57])=[O:56])[CH2:14][O:15][CH:16]([CH2:26][O:27][CH2:28][C:29]1[CH:34]=[CH:33][CH:32]=[CH:31][CH:30]=1)[CH2:17][O:18][CH2:19][C:20]1[CH:21]=[CH:22][CH:23]=[CH:24][CH:25]=1)[C:39]1[CH:44]=[CH:43][CH:42]=[CH:41][CH:40]=1. The catalyst class is: 2.